From a dataset of Reaction yield outcomes from USPTO patents with 853,638 reactions. Predict the reaction yield, written as a fraction of the theoretical maximum amount of product (1.0 means a 100% yield; for example, 0.34 means a 34% yield). (1) The reactants are [N+:1]([O-:4])(O)=[O:2].C[O:6][C:7](=[O:16])[C:8]1[CH:13]=[CH:12][C:11]([OH:14])=[C:10]([CH3:15])[CH:9]=1. The catalyst is C(OCC)C. The product is [OH:14][C:11]1[C:12]([N+:1]([O-:4])=[O:2])=[CH:13][C:8]([C:7]([OH:16])=[O:6])=[CH:9][C:10]=1[CH3:15]. The yield is 0.990. (2) The reactants are [OH:1][CH2:2][C:3]([CH3:22])([CH3:21])[CH2:4][CH2:5][CH2:6][CH2:7][CH2:8][C:9](=[O:20])[CH2:10][CH2:11][CH2:12][CH2:13][CH2:14][C:15]([CH3:19])([CH3:18])[CH2:16][OH:17].C[C:24]1[CH:29]=[CH:28][C:27](S(C[N+]#[C-])(=O)=O)=[CH:26]C=1.[H-].[Na+].Cl. The catalyst is [I-].C([N+](CCCC)(CCCC)CCCC)CCC.CS(C)=O.CCOCC.CO.O. The product is [OH:17][CH2:16][C:15]([CH3:18])([C:19]1[CH:26]=[CH:27][CH:28]=[CH:29][CH:24]=1)[CH2:14][CH2:13][CH2:12][CH2:11][CH2:10][C:9](=[O:20])[CH2:8][CH2:7][CH2:6][CH2:5][CH2:4][C:3]([CH3:22])([C:21]1[CH:6]=[CH:5][CH:4]=[CH:3][CH:2]=1)[CH2:2][OH:1]. The yield is 0.560. (3) The reactants are [CH2:1]([O:8][C:9]([N:11]([CH3:24])[C:12]1[CH:17]=[CH:16][CH:15]=[CH:14][C:13]=1[C:18]([F:23])([F:22])[C:19]([OH:21])=O)=[O:10])[C:2]1[CH:7]=[CH:6][CH:5]=[CH:4][CH:3]=1.P(Cl)(Cl)(Cl)=O.Cl.[NH2:31][CH2:32][C:33]1[CH:34]=[C:35]2[C:39](=[CH:40][CH:41]=1)[C:38](=[O:42])[N:37]([CH:43]1[CH2:48][CH2:47][C:46](=[O:49])[NH:45][C:44]1=[O:50])[CH2:36]2.C(=O)(O)[O-].[Na+]. The catalyst is N1C=CC=CC=1. The product is [O:50]=[C:44]1[CH:43]([N:37]2[CH2:36][C:35]3[C:39](=[CH:40][CH:41]=[C:33]([CH2:32][NH:31][C:19](=[O:21])[C:18]([C:13]4[CH:14]=[CH:15][CH:16]=[CH:17][C:12]=4[N:11]([CH3:24])[C:9](=[O:10])[O:8][CH2:1][C:2]4[CH:3]=[CH:4][CH:5]=[CH:6][CH:7]=4)([F:23])[F:22])[CH:34]=3)[C:38]2=[O:42])[CH2:48][CH2:47][C:46](=[O:49])[NH:45]1. The yield is 0.260. (4) The reactants are [NH:1]1[C:9]2[C:4](=[CH:5][CH:6]=[CH:7][CH:8]=2)[C:3]([CH2:10][C:11]#[N:12])=[CH:2]1.[CH3:13][C:14]([O:17][C:18](O[C:18]([O:17][C:14]([CH3:16])([CH3:15])[CH3:13])=[O:19])=[O:19])([CH3:16])[CH3:15]. The catalyst is C(Cl)Cl.CN(C1C=CN=CC=1)C. The product is [C:14]([O:17][C:18]([N:1]1[C:9]2[C:4](=[CH:5][CH:6]=[CH:7][CH:8]=2)[C:3]([CH2:10][C:11]#[N:12])=[CH:2]1)=[O:19])([CH3:16])([CH3:15])[CH3:13]. The yield is 0.840. (5) The reactants are C(O)(=O)C.[Br:5][C:6]1[CH:11]=[C:10]([N+:12]([O-])=O)[CH:9]=[C:8]([C:15]([F:18])([F:17])[F:16])[C:7]=1[NH:19][C:20](=[O:29])[CH2:21][CH2:22][CH:23]1[CH2:28][CH2:27][CH2:26][CH2:25][CH2:24]1. The catalyst is O1CCCC1.[Zn]. The product is [NH2:12][C:10]1[CH:9]=[C:8]([C:15]([F:17])([F:18])[F:16])[C:7]([NH:19][C:20](=[O:29])[CH2:21][CH2:22][CH:23]2[CH2:28][CH2:27][CH2:26][CH2:25][CH2:24]2)=[C:6]([Br:5])[CH:11]=1. The yield is 1.00.